Dataset: Forward reaction prediction with 1.9M reactions from USPTO patents (1976-2016). Task: Predict the product of the given reaction. (1) Given the reactants [C:1]([C:5]1[CH:10]=[CH:9][C:8]([CH:11]([C:13]2[CH:18]=[CH:17][C:16]([O:19][C:20]3[C:29]4[C:24](=[CH:25][C:26]([O:32][CH3:33])=[C:27]([O:30][CH3:31])[CH:28]=4)[N:23]=[CH:22][CH:21]=3)=[CH:15][CH:14]=2)[OH:12])=[CH:7][CH:6]=1)([CH3:4])([CH3:3])[CH3:2].C(N(CC)CC)C.[C:41](OC(=O)C)(=[O:43])[CH3:42].O, predict the reaction product. The product is: [C:41]([O:12][CH:11]([C:8]1[CH:9]=[CH:10][C:5]([C:1]([CH3:4])([CH3:2])[CH3:3])=[CH:6][CH:7]=1)[C:13]1[CH:14]=[CH:15][C:16]([O:19][C:20]2[C:29]3[C:24](=[CH:25][C:26]([O:32][CH3:33])=[C:27]([O:30][CH3:31])[CH:28]=3)[N:23]=[CH:22][CH:21]=2)=[CH:17][CH:18]=1)(=[O:43])[CH3:42]. (2) Given the reactants [F:1][C:2]1[CH:7]=[CH:6][CH:5]=[CH:4][C:3]=1[C:8]1[N:13]=[CH:12][C:11]([CH2:14][CH2:15][CH2:16]O)=[CH:10][CH:9]=1.[BrH:18], predict the reaction product. The product is: [Br:18][CH2:16][CH2:15][CH2:14][C:11]1[CH:10]=[CH:9][C:8]([C:3]2[CH:4]=[CH:5][CH:6]=[CH:7][C:2]=2[F:1])=[N:13][CH:12]=1. (3) Given the reactants [OH:1][C:2]([CH2:16][CH2:17][CH3:18])([CH2:13][CH2:14][CH3:15])[CH2:3][S:4][C:5]1[CH:6]=[C:7]([CH:10]=[CH:11][CH:12]=1)[CH:8]=[O:9].[C:19](#[N:21])[CH3:20], predict the reaction product. The product is: [OH:9][CH:8]([C:7]1[CH:10]=[CH:11][CH:12]=[C:5]([S:4][CH2:3][C:2]([OH:1])([CH2:16][CH2:17][CH3:18])[CH2:13][CH2:14][CH3:15])[CH:6]=1)[CH2:20][C:19]#[N:21].